From a dataset of Full USPTO retrosynthesis dataset with 1.9M reactions from patents (1976-2016). Predict the reactants needed to synthesize the given product. Given the product [NH2:28][C:24]1[CH:23]=[C:22]([N:21]([CH3:31])[C:3]2[C:2]([Cl:1])=[CH:7][N:6]=[C:5]([NH:8][C:9]3[CH:10]=[N:11][N:12]([CH:14]4[CH2:19][CH2:18][N:17]([CH3:20])[CH2:16][CH2:15]4)[CH:13]=3)[N:4]=2)[CH:27]=[CH:26][CH:25]=1, predict the reactants needed to synthesize it. The reactants are: [Cl:1][C:2]1[C:3]([N:21]([CH3:31])[C:22]2[CH:27]=[CH:26][CH:25]=[C:24]([N+:28]([O-])=O)[CH:23]=2)=[N:4][C:5]([NH:8][C:9]2[CH:10]=[N:11][N:12]([CH:14]3[CH2:19][CH2:18][N:17]([CH3:20])[CH2:16][CH2:15]3)[CH:13]=2)=[N:6][CH:7]=1.